From a dataset of Catalyst prediction with 721,799 reactions and 888 catalyst types from USPTO. Predict which catalyst facilitates the given reaction. (1) Reactant: [Br:1][C:2]1[CH:7]=[CH:6][C:5]([CH2:8][CH2:9][CH2:10][OH:11])=[CH:4][CH:3]=1.C(N(C(C)C)CC)(C)C.[CH3:21][S:22](Cl)(=[O:24])=[O:23]. Product: [CH3:21][S:22]([O:11][CH2:10][CH2:9][CH2:8][C:5]1[CH:4]=[CH:3][C:2]([Br:1])=[CH:7][CH:6]=1)(=[O:24])=[O:23]. The catalyst class is: 4. (2) Reactant: [CH2:1]([C:3]1[C:12]([O:13][CH3:14])=[C:11]([C:15]([O:17][CH3:18])=[O:16])[C:10]2[C:5](=[CH:6][CH:7]=[C:8]([F:19])[CH:9]=2)[N:4]=1)[CH3:2].[Br:20]N1C(C)(C)C(=O)N(Br)C1=O.C(OOC(=O)C1C=CC=CC=1)(=O)C1C=CC=CC=1.C([O-])(O)=O.[Na+]. Product: [Br:20][CH:1]([C:3]1[C:12]([O:13][CH3:14])=[C:11]([C:15]([O:17][CH3:18])=[O:16])[C:10]2[C:5](=[CH:6][CH:7]=[C:8]([F:19])[CH:9]=2)[N:4]=1)[CH3:2]. The catalyst class is: 53. (3) Reactant: C([O:3][C:4](=[O:38])[C:5]([C:7]1[C:15]2[C:10](=[CH:11][CH:12]=[C:13]([C:16]3[CH:21]=[CH:20][C:19]([O:22][C:23]([F:26])([F:25])[F:24])=[CH:18][CH:17]=3)[CH:14]=2)[N:9]([C:27]2[CH:32]=[CH:31][C:30]([O:33][C:34]([F:37])([F:36])[F:35])=[CH:29][CH:28]=2)[CH:8]=1)=[O:6])C.[Li+].[OH-].Cl. Product: [F:37][C:34]([F:35])([F:36])[O:33][C:30]1[CH:31]=[CH:32][C:27]([N:9]2[C:10]3[C:15](=[CH:14][C:13]([C:16]4[CH:17]=[CH:18][C:19]([O:22][C:23]([F:24])([F:25])[F:26])=[CH:20][CH:21]=4)=[CH:12][CH:11]=3)[C:7]([C:5](=[O:6])[C:4]([OH:38])=[O:3])=[CH:8]2)=[CH:28][CH:29]=1. The catalyst class is: 1. (4) Product: [F:1][C:2]1[CH:10]=[C:9]([C:11]2[CH:12]=[N:13][N:14]([CH3:16])[CH:15]=2)[CH:8]=[C:7]2[C:3]=1[CH2:4][CH2:5][NH:6]2. The catalyst class is: 52. Reactant: [F:1][C:2]1[CH:10]=[C:9]([C:11]2[CH:12]=[N:13][N:14]([CH3:16])[CH:15]=2)[CH:8]=[C:7]2[C:3]=1[CH:4]=[CH:5][NH:6]2.[BH3-]C#N.[Na+]. (5) Reactant: Cl.[CH3:2][C:3]1[O:7][C:6]([C:8]2[CH:16]=[CH:15][C:11]([C:12](O)=[O:13])=[CH:10][CH:9]=2)=[N:5][C:4]=1[CH2:17][S:18]([C:21]1[CH:26]=[CH:25][C:24]([CH2:27][CH2:28][CH2:29][N:30]2[CH2:35][CH2:34][O:33][CH2:32][CH2:31]2)=[CH:23][CH:22]=1)(=[O:20])=[O:19].CCN=C=NCCCN(C)C.C1C=CC2N(O)N=NC=2C=1.C(N(CC)CC)C.[N:64]1[CH:69]=[CH:68][CH:67]=[C:66]([CH2:70][NH2:71])[CH:65]=1. Product: [CH3:2][C:3]1[O:7][C:6]([C:8]2[CH:9]=[CH:10][C:11]([C:12]([NH:71][CH2:70][C:66]3[CH:65]=[N:64][CH:69]=[CH:68][CH:67]=3)=[O:13])=[CH:15][CH:16]=2)=[N:5][C:4]=1[CH2:17][S:18]([C:21]1[CH:22]=[CH:23][C:24]([CH2:27][CH2:28][CH2:29][N:30]2[CH2:35][CH2:34][O:33][CH2:32][CH2:31]2)=[CH:25][CH:26]=1)(=[O:20])=[O:19]. The catalyst class is: 35.